This data is from Catalyst prediction with 721,799 reactions and 888 catalyst types from USPTO. The task is: Predict which catalyst facilitates the given reaction. (1) Reactant: [CH2:1]([S:8][C:9]1[CH:14]=[CH:13][C:12](/[CH:15]=[CH:16]/[N+:17]([O-:19])=[O:18])=[CH:11][CH:10]=1)[C:2]1[CH:7]=[CH:6][CH:5]=[CH:4][CH:3]=1.CS(C)=O.[BH4-].[Na+].O. Product: [CH2:1]([S:8][C:9]1[CH:14]=[CH:13][C:12]([CH2:15][CH2:16][N+:17]([O-:19])=[O:18])=[CH:11][CH:10]=1)[C:2]1[CH:7]=[CH:6][CH:5]=[CH:4][CH:3]=1. The catalyst class is: 15. (2) Reactant: [F:1][C:2]1([F:10])[CH2:4][CH:3]1[C:5](=O)[CH2:6][C:7]#[N:8].[NH2:11][NH2:12]. Product: [F:1][C:2]1([F:10])[CH2:4][CH:3]1[C:5]1[NH:12][N:11]=[C:7]([NH2:8])[CH:6]=1. The catalyst class is: 14. (3) Reactant: [CH2:1]([C:8]1[C:17]2[C:12](=[CH:13][CH:14]=[CH:15][CH:16]=2)[C:11]([N:18]2[CH2:23][CH2:22][N:21]([C:24]3[N:29]=[CH:28][C:27]([NH2:30])=[CH:26][CH:25]=3)[CH2:20][CH2:19]2)=[N:10][N:9]=1)[C:2]1[CH:7]=[CH:6][CH:5]=[CH:4][CH:3]=1.C(N(CC)CC)C.Cl[C:39]([O:41][CH3:42])=[O:40]. Product: [CH3:42][O:41][C:39](=[O:40])[NH:30][C:27]1[CH:28]=[N:29][C:24]([N:21]2[CH2:20][CH2:19][N:18]([C:11]3[C:12]4[C:17](=[CH:16][CH:15]=[CH:14][CH:13]=4)[C:8]([CH2:1][C:2]4[CH:7]=[CH:6][CH:5]=[CH:4][CH:3]=4)=[N:9][N:10]=3)[CH2:23][CH2:22]2)=[CH:25][CH:26]=1. The catalyst class is: 2. (4) The catalyst class is: 2. Reactant: [CH2:1]([O:8][N:9]1[C:15](=[O:16])[N:14]2[CH2:17][C@H:10]1[CH2:11][CH2:12][C@H:13]2[C:18]([OH:20])=O)[C:2]1[CH:7]=[CH:6][CH:5]=[CH:4][CH:3]=1.[NH2:21][O:22][CH2:23][CH2:24][O:25][CH:26]1[CH2:31][CH2:30][N:29]([C:32]([O:34][C:35]([CH3:38])([CH3:37])[CH3:36])=[O:33])[CH2:28][CH2:27]1.ON1C2C=CC=CC=2N=N1.Cl.C(N=C=NCCCN(C)C)C. Product: [CH2:1]([O:8][N:9]1[C:15](=[O:16])[N:14]2[CH2:17][C@H:10]1[CH2:11][CH2:12][C@H:13]2[C:18]([NH:21][O:22][CH2:23][CH2:24][O:25][CH:26]1[CH2:31][CH2:30][N:29]([C:32]([O:34][C:35]([CH3:38])([CH3:37])[CH3:36])=[O:33])[CH2:28][CH2:27]1)=[O:20])[C:2]1[CH:3]=[CH:4][CH:5]=[CH:6][CH:7]=1. (5) Reactant: C([O:5][C:6]([CH:8]1[CH:12]([C:13]2[CH:18]=[CH:17][CH:16]=[C:15]([Cl:19])[C:14]=2[F:20])[C:11]([C:23]2[CH:28]=[CH:27][C:26]([Cl:29])=[CH:25][C:24]=2[F:30])([C:21]#[N:22])[CH:10]([CH2:31][C:32]([C:35]([O:37][CH3:38])=[O:36])([CH3:34])[CH3:33])[NH:9]1)=[O:7])(C)(C)C.[F:39][C:40]([F:45])([F:44])[C:41]([OH:43])=[O:42]. Product: [F:39][C:40]([F:45])([F:44])[C:41]([OH:43])=[O:42].[Cl:19][C:15]1[C:14]([F:20])=[C:13]([CH:12]2[C:11]([C:23]3[CH:28]=[CH:27][C:26]([Cl:29])=[CH:25][C:24]=3[F:30])([C:21]#[N:22])[CH:10]([CH2:31][C:32]([C:35]([O:37][CH3:38])=[O:36])([CH3:34])[CH3:33])[NH:9][CH:8]2[C:6]([OH:7])=[O:5])[CH:18]=[CH:17][CH:16]=1. The catalyst class is: 4. (6) The catalyst class is: 8. Reactant: C([O-])([O-])=O.[K+].[K+].[NH:7]1[CH2:11][CH2:10][CH2:9][CH2:8]1.Br[CH2:13][C:14]1[CH:21]=[CH:20][C:17]([CH:18]=[O:19])=[CH:16][CH:15]=1. Product: [N:7]1([CH2:13][C:14]2[CH:21]=[CH:20][C:17]([CH:18]=[O:19])=[CH:16][CH:15]=2)[CH2:11][CH2:10][CH2:9][CH2:8]1. (7) Reactant: [Cl:1][C:2]1[CH:7]=[CH:6][CH:5]=[CH:4][C:3]=1[C:8]1[C:12]([C:13]2[N:14]([CH2:18][O:19][CH2:20][CH2:21][Si:22]([CH3:25])([CH3:24])[CH3:23])[CH:15]=[CH:16][N:17]=2)=[CH:11][N:10]([C:26]2[C:31]([CH3:32])=[CH:30][N:29]=[C:28]([NH:33][CH2:34][C:35]3[CH:40]=[CH:39][C:38]([O:41][CH3:42])=[CH:37][C:36]=3[O:43][CH3:44])[CH:27]=2)[CH:9]=1.CCN(C(C)C)C(C)C.[CH:54]1([C:57](Cl)=[O:58])[CH2:56][CH2:55]1. Product: [Cl:1][C:2]1[CH:7]=[CH:6][CH:5]=[CH:4][C:3]=1[C:8]1[C:12]([C:13]2[N:14]([CH2:18][O:19][CH2:20][CH2:21][Si:22]([CH3:24])([CH3:25])[CH3:23])[CH:15]=[CH:16][N:17]=2)=[CH:11][N:10]([C:26]2[C:31]([CH3:32])=[CH:30][N:29]=[C:28]([N:33]([CH2:34][C:35]3[CH:40]=[CH:39][C:38]([O:41][CH3:42])=[CH:37][C:36]=3[O:43][CH3:44])[C:57]([CH:54]3[CH2:56][CH2:55]3)=[O:58])[CH:27]=2)[CH:9]=1. The catalyst class is: 34. (8) Reactant: [NH2:1][C:2]1[CH:7]=[CH:6][CH:5]=[CH:4][N:3]=1.CCN(CC)CC.[Br:15][CH2:16][C:17](Br)=[O:18]. Product: [Br:15][CH2:16][C:17]([NH:1][C:2]1[CH:7]=[CH:6][CH:5]=[CH:4][N:3]=1)=[O:18]. The catalyst class is: 1. (9) Reactant: [Cl:1][C:2]1[C:3]([CH3:9])=[C:4]([OH:8])[CH:5]=[CH:6][CH:7]=1.[H-].[Na+].Cl[C:13]1[N:18]=[C:17]([O:19][C:20]2[C:25]([CH3:26])=[CH:24][C:23]([NH2:27])=[C:22]([CH3:28])[CH:21]=2)[CH:16]=[CH:15][N:14]=1.O. Product: [Cl:1][C:2]1[C:3]([CH3:9])=[C:4]([CH:5]=[CH:6][CH:7]=1)[O:8][C:13]1[N:18]=[C:17]([O:19][C:20]2[C:25]([CH3:26])=[CH:24][C:23]([NH2:27])=[C:22]([CH3:28])[CH:21]=2)[CH:16]=[CH:15][N:14]=1. The catalyst class is: 1.